Task: Predict the product of the given reaction.. Dataset: Forward reaction prediction with 1.9M reactions from USPTO patents (1976-2016) (1) Given the reactants [CH3:1][C:2]1([CH3:32])[CH2:11][CH2:10][C:9]([CH3:13])([CH3:12])[C:8]2[CH:7]=[C:6]([C@@H:14]([CH2:27][CH2:28][CH2:29][CH2:30][CH3:31])[CH2:15][O:16][C:17]3[CH:26]=[CH:25][C:20]([C:21]([O:23]C)=[O:22])=[CH:19][CH:18]=3)[CH:5]=[CH:4][C:3]1=2.O.[OH-].[Li+], predict the reaction product. The product is: [CH3:1][C:2]1([CH3:32])[CH2:11][CH2:10][C:9]([CH3:12])([CH3:13])[C:8]2[CH:7]=[C:6]([C@@H:14]([CH2:27][CH2:28][CH2:29][CH2:30][CH3:31])[CH2:15][O:16][C:17]3[CH:18]=[CH:19][C:20]([C:21]([OH:23])=[O:22])=[CH:25][CH:26]=3)[CH:5]=[CH:4][C:3]1=2. (2) Given the reactants CS[C:3]1[N:8]=[C:7]([C:9]2[CH:14]=[CH:13][C:12]([Cl:15])=[CH:11][CH:10]=2)[C:6]([C:16]2[CH:21]=[CH:20][C:19]([Cl:22])=[CH:18][C:17]=2[Cl:23])=[CH:5][N:4]=1.[Cl:24][C:25]1[CH:26]=[C:27]([CH:30]=[CH:31][CH:32]=1)[CH2:28][OH:29], predict the reaction product. The product is: [Cl:24][C:25]1[CH:26]=[C:27]([CH:30]=[CH:31][CH:32]=1)[CH2:28][O:29][C:3]1[N:8]=[C:7]([C:9]2[CH:14]=[CH:13][C:12]([Cl:15])=[CH:11][CH:10]=2)[C:6]([C:16]2[CH:21]=[CH:20][C:19]([Cl:22])=[CH:18][C:17]=2[Cl:23])=[CH:5][N:4]=1.